Dataset: CYP1A2 inhibition data for predicting drug metabolism from PubChem BioAssay. Task: Regression/Classification. Given a drug SMILES string, predict its absorption, distribution, metabolism, or excretion properties. Task type varies by dataset: regression for continuous measurements (e.g., permeability, clearance, half-life) or binary classification for categorical outcomes (e.g., BBB penetration, CYP inhibition). Dataset: cyp1a2_veith. (1) The compound is COCC(=O)N1CCC2(CC1)CN(c1ccncc1)C2. The result is 0 (non-inhibitor). (2) The molecule is CN(C)c1ccc(-c2nccc(Nc3ccc(F)cc3)n2)cc1. The result is 1 (inhibitor). (3) The compound is O=C([O-])/C=C\[C@H](O)c1ccc(Cl)cc1.[Na+]. The result is 0 (non-inhibitor). (4) The drug is O=C(CSc1nccn1-c1ncc(C(F)(F)F)cc1Cl)c1ccc(Cl)cc1. The result is 1 (inhibitor). (5) The drug is CCN1CCN(c2nc3ccccc3s2)CC1. The result is 1 (inhibitor). (6) The drug is COc1ccccc1-c1cc(C(F)(F)F)nc(S(=O)(=O)CCCC(=O)NC(C)C)n1. The result is 1 (inhibitor). (7) The result is 1 (inhibitor). The molecule is COc1ccc(NC(=O)CSc2nc(C)c3c(c2C#N)CCCC3)cc1. (8) The drug is COc1ccc2[nH]cc(CCNc3nc(-c4cccnc4)nc4ccccc34)c2c1. The result is 1 (inhibitor).